This data is from Forward reaction prediction with 1.9M reactions from USPTO patents (1976-2016). The task is: Predict the product of the given reaction. Given the reactants C([O:3][C:4]([C:6]1([C:9]2[CH:14]=[CH:13][C:12]([C:15]3[CH:20]=[CH:19][C:18]([C:21]4[S:22][C:23]([F:37])=[CH:24][C:25]=4[NH:26][C:27]([O:29][CH:30]([C:32]4[CH:36]=[CH:35][S:34][CH:33]=4)[CH3:31])=[O:28])=[CH:17][CH:16]=3)=[CH:11][CH:10]=2)[CH2:8][CH2:7]1)=[O:5])C.[OH-].[Na+].Cl.C(OCC)(=O)C, predict the reaction product. The product is: [F:37][C:23]1[S:22][C:21]([C:18]2[CH:19]=[CH:20][C:15]([C:12]3[CH:11]=[CH:10][C:9]([C:6]4([C:4]([OH:5])=[O:3])[CH2:8][CH2:7]4)=[CH:14][CH:13]=3)=[CH:16][CH:17]=2)=[C:25]([NH:26][C:27]([O:29][CH:30]([C:32]2[CH:36]=[CH:35][S:34][CH:33]=2)[CH3:31])=[O:28])[CH:24]=1.